Task: Predict which catalyst facilitates the given reaction.. Dataset: Catalyst prediction with 721,799 reactions and 888 catalyst types from USPTO (1) Reactant: [H-].[Na+].[F:3][C:4]1[CH:10]=[CH:9][C:8]([N+:11]([O-:13])=[O:12])=[CH:7][C:5]=1[NH2:6].[Cl:14][C:15]1[N:20]=[C:19](Cl)[C:18]([Cl:22])=[CH:17][N:16]=1. Product: [Cl:14][C:15]1[N:20]=[C:19]([NH:6][C:5]2[CH:7]=[C:8]([N+:11]([O-:13])=[O:12])[CH:9]=[CH:10][C:4]=2[F:3])[C:18]([Cl:22])=[CH:17][N:16]=1. The catalyst class is: 1. (2) Reactant: Cl.[F:2][C:3]1[CH:4]=[C:5]([C@@H:9]2[NH:13][C@@:12]([CH2:15][OH:16])([CH3:14])[CH2:11][CH2:10]2)[CH:6]=[N:7][CH:8]=1.Cl[C:18]1[CH:23]=[CH:22][N:21]2[N:24]=[CH:25][C:26]([C:27]([O:29][CH2:30][CH3:31])=[O:28])=[C:20]2[N:19]=1.CCN(C(C)C)C(C)C. Product: [F:2][C:3]1[CH:4]=[C:5]([C@@H:9]2[N:13]([C:18]3[CH:23]=[CH:22][N:21]4[N:24]=[CH:25][C:26]([C:27]([O:29][CH2:30][CH3:31])=[O:28])=[C:20]4[N:19]=3)[C@@:12]([CH2:15][OH:16])([CH3:14])[CH2:11][CH2:10]2)[CH:6]=[N:7][CH:8]=1. The catalyst class is: 32. (3) Product: [ClH:26].[F:1][C:2]1[CH:7]=[CH:6][CH:5]=[CH:4][C:3]=1[C:8]1[N:12]=[C:11]([N:13]2[CH2:14][CH2:15][NH:16][CH2:17][CH2:18]2)[S:10][N:9]=1. Reactant: [F:1][C:2]1[CH:7]=[CH:6][CH:5]=[CH:4][C:3]=1[C:8]1[N:12]=[C:11]([N:13]2[CH2:18][CH2:17][N:16](C(OC(C)(C)C)=O)[CH2:15][CH2:14]2)[S:10][N:9]=1.[ClH:26].C(OCC)(=O)C. The catalyst class is: 5. (4) Reactant: [Br:1][C:2]1[CH:10]=[CH:9][C:5]([C:6](Cl)=[O:7])=[CH:4][CH:3]=1.[C:11]([O:15][C:16]([N:18]1[CH2:23][CH2:22][NH:21][CH2:20][CH2:19]1)=[O:17])([CH3:14])([CH3:13])[CH3:12].C(N(CC)CC)C. The catalyst class is: 91. Product: [C:11]([O:15][C:16]([N:18]1[CH2:23][CH2:22][N:21]([C:6](=[O:7])[C:5]2[CH:9]=[CH:10][C:2]([Br:1])=[CH:3][CH:4]=2)[CH2:20][CH2:19]1)=[O:17])([CH3:14])([CH3:12])[CH3:13]. (5) Reactant: [S:1]1[CH:5]=[CH:4][N:3]=[CH:2]1.[C:6]1(=[O:10])[CH2:9][CH2:8][CH2:7]1.[Cl-].[NH4+]. Product: [S:1]1[CH:5]=[CH:4][N:3]=[C:2]1[C:6]1([OH:10])[CH2:9][CH2:8][CH2:7]1. The catalyst class is: 13.